Dataset: Reaction yield outcomes from USPTO patents with 853,638 reactions. Task: Predict the reaction yield, written as a fraction of the theoretical maximum amount of product (1.0 means a 100% yield; for example, 0.34 means a 34% yield). (1) The reactants are [P:1]([O:39]C)([O:37]C)([O:3][CH2:4][CH2:5][C@@H:6]([NH:23][C:24]([C:26]1[CH:31]=[CH:30][C:29]([O:32][CH:33]([CH3:35])[CH3:34])=[C:28]([Cl:36])[CH:27]=1)=[O:25])[CH2:7][C:8]1[CH:13]=[CH:12][C:11]([C:14]2[N:15]=[C:16]([C:20](=[O:22])[CH3:21])[N:17]([CH3:19])[CH:18]=2)=[CH:10][CH:9]=1)=[O:2]. The catalyst is Br.CC(O)=O. The product is [P:1]([OH:37])([OH:39])([O:3][CH2:4][CH2:5][C@@H:6]([NH:23][C:24]([C:26]1[CH:31]=[CH:30][C:29]([O:32][CH:33]([CH3:35])[CH3:34])=[C:28]([Cl:36])[CH:27]=1)=[O:25])[CH2:7][C:8]1[CH:13]=[CH:12][C:11]([C:14]2[N:15]=[C:16]([C:20](=[O:22])[CH3:21])[N:17]([CH3:19])[CH:18]=2)=[CH:10][CH:9]=1)=[O:2]. The yield is 0.190. (2) The reactants are [NH2:1][C:2]1[C:6]([C:7]2[CH:12]=[CH:11][CH:10]=[CH:9][CH:8]=2)=[CH:5][S:4][C:3]=1[C:13]([O:15]C)=O.C(N(CC)CC)C.[Cl:24][C:25]1[CH:30]=[CH:29][C:28]([N:31]=[C:32]=[O:33])=[CH:27][CH:26]=1.Cl. The catalyst is O1CCOCC1. The product is [Cl:24][C:25]1[CH:30]=[CH:29][C:28]([N:31]2[C:13](=[O:15])[C:3]3[S:4][CH:5]=[C:6]([C:7]4[CH:8]=[CH:9][CH:10]=[CH:11][CH:12]=4)[C:2]=3[NH:1][C:32]2=[O:33])=[CH:27][CH:26]=1. The yield is 0.900. (3) The reactants are [H-].[Na+].[N+:3]([C:6]1[CH:14]=[C:13]2[C:9]([CH:10]=[CH:11][NH:12]2)=[CH:8][CH:7]=1)([O-:5])=[O:4].[Cl:15][CH2:16][CH2:17][CH2:18]I. The catalyst is CN(C=O)C. The product is [Cl:15][CH2:16][CH2:17][CH2:18][N:12]1[C:13]2[C:9](=[CH:8][CH:7]=[C:6]([N+:3]([O-:5])=[O:4])[CH:14]=2)[CH:10]=[CH:11]1. The yield is 0.900. (4) The reactants are [Cl:1][C:2]1[CH:18]=[CH:17][C:5]2[CH2:6][CH2:7][N:8]([C:11](=[O:16])[C:12]([F:15])([F:14])[F:13])[CH2:9][CH2:10][C:4]=2[C:3]=1OS(C(F)(F)F)(=O)=O.[F:27][C:28]1[CH:33]=[CH:32][CH:31]=[CH:30][C:29]=1[CH:34]([NH2:36])[CH3:35]. The catalyst is C1(C)C=CC=CC=1. The product is [Cl:1][C:2]1[CH:18]=[CH:17][C:5]2[CH2:6][CH2:7][N:8]([C:11](=[O:16])[C:12]([F:14])([F:15])[F:13])[CH2:9][CH2:10][C:4]=2[C:3]=1[NH:36][CH:34]([C:29]1[CH:30]=[CH:31][CH:32]=[CH:33][C:28]=1[F:27])[CH3:35]. The yield is 0.350. (5) The reactants are [Cl:1][C:2]1[N:7]=[C:6]([C:8]([O:10][CH3:11])=[O:9])[CH:5]=[C:4]([NH:12][NH2:13])[N:3]=1.[CH3:14][C:15]1C=CC(S(O)(=O)=O)=[CH:17][CH:16]=1.CO/C=C/C(=O)C. The catalyst is C(O)C. The product is [Cl:1][C:2]1[N:7]=[C:6]([C:8]([O:10][CH3:11])=[O:9])[CH:5]=[C:4]([N:12]2[C:16]([CH3:17])=[CH:15][CH:14]=[N:13]2)[N:3]=1. The yield is 0.860.